Dataset: Forward reaction prediction with 1.9M reactions from USPTO patents (1976-2016). Task: Predict the product of the given reaction. (1) The product is: [CH3:12][C:11]1[CH:2]=[C:3]([OH:14])[C:4]2[C:9]([CH:10]=1)=[CH:8][C:7]([CH3:13])=[CH:6][CH:5]=2. Given the reactants Br[C:2]1[C:11]([CH3:12])=[CH:10][C:9]2[C:4](=[CH:5][CH:6]=[C:7]([CH3:13])[CH:8]=2)[C:3]=1[OH:14].CCN(CC)CC, predict the reaction product. (2) Given the reactants [Cl:1][C:2]1[CH:7]=[C:6]([N+:8]([O-:10])=[O:9])[CH:5]=[CH:4][C:3]=1[CH3:11].[Br:12]N1C(=O)CCC1=O, predict the reaction product. The product is: [Br:12][CH2:11][C:3]1[CH:4]=[CH:5][C:6]([N+:8]([O-:10])=[O:9])=[CH:7][C:2]=1[Cl:1]. (3) Given the reactants [CH3:1][N:2]([CH3:10])[C:3]1[CH:8]=[CH:7][N:6]=[C:5]([NH2:9])[CH:4]=1.Br[CH2:12][C:13]([C:15]1[CH:24]=[CH:23][C:18]([C:19]([O:21][CH3:22])=[O:20])=[CH:17][CH:16]=1)=O, predict the reaction product. The product is: [CH3:1][N:2]([CH3:10])[C:3]1[CH:8]=[CH:7][N:6]2[CH:12]=[C:13]([C:15]3[CH:24]=[CH:23][C:18]([C:19]([O:21][CH3:22])=[O:20])=[CH:17][CH:16]=3)[N:9]=[C:5]2[CH:4]=1. (4) Given the reactants Cl.CO.[C:4]([C:6]1[CH:7]=[C:8]2[N:14]=[C:13]([C:15]([C:21]3[C:29]([O:30][CH3:31])=[CH:28][C:27]([CH3:32])=[C:26]4[C:22]=3[CH:23]=[CH:24][N:25]4[C:33]([O:35][C:36]([CH3:39])([CH3:38])[CH3:37])=[O:34])([OH:20])[C:16]([F:19])([F:18])[F:17])[N:12](COCC[Si](C)(C)C)[C:9]2=[N:10][CH:11]=1)#[N:5], predict the reaction product. The product is: [C:4]([C:6]1[CH:7]=[C:8]2[N:14]=[C:13]([C:15]([C:21]3[C:29]([O:30][CH3:31])=[CH:28][C:27]([CH3:32])=[C:26]4[C:22]=3[CH:23]=[CH:24][N:25]4[C:33]([O:35][C:36]([CH3:39])([CH3:38])[CH3:37])=[O:34])([OH:20])[C:16]([F:19])([F:18])[F:17])[NH:12][C:9]2=[N:10][CH:11]=1)#[N:5]. (5) The product is: [F:18][C:19]([F:32])([F:31])[S:20]([O:10][C:5]1[CH:6]=[CH:7][CH:8]=[CH:9][C:4]=1[N+:1]([O-:3])=[O:2])(=[O:22])=[O:21]. Given the reactants [N+:1]([C:4]1[CH:9]=[CH:8][CH:7]=[CH:6][C:5]=1[OH:10])([O-:3])=[O:2].C(N(CC)CC)C.[F:18][C:19]([F:32])([F:31])[S:20](O[S:20]([C:19]([F:32])([F:31])[F:18])(=[O:22])=[O:21])(=[O:22])=[O:21].[Cl-].[NH4+], predict the reaction product. (6) Given the reactants C(N1C2C(=CC(Cl)=CC=2)C=C1CCN1C(=O)C2C(=CC=CC=2)C1=O)(C1C=CC=CC=1)C1C=CC=CC=1.C([SiH](CC)CC)C.[CH2:44]([O:46][C:47](=[O:58])[C:48]1[CH:53]=[CH:52][C:51](CCC=O)=[CH:50][CH:49]=1)[CH3:45].ClCC(O)=O.C([O-])(O)=O.[Na+], predict the reaction product. The product is: [CH2:44]([O:46][C:47](=[O:58])[C:48]1[CH:53]=[CH:52][CH:51]=[CH:50][CH:49]=1)[CH3:45].